Binary Classification. Given a miRNA mature sequence and a target amino acid sequence, predict their likelihood of interaction. From a dataset of Experimentally validated miRNA-target interactions with 360,000+ pairs, plus equal number of negative samples. (1) The miRNA is hsa-miR-4735-5p with sequence CCUAAUUUGAACACCUUCGGUA. The protein sequence of the target gene is MAPPLLSLPLCILPPGSGSPRLVCYCERDSGGDGDRDDFNLYVTDAAELWSTCFSPDSLARLKARFGLSGAEDIHSRFRAACQQQAVTVSLQEDRALITLSGDTPALAFDLSKVPSPEAAPRLQALTLSLAEHVCNLERRLAAAEETITSPKKNTQPAGTQFLPELDHQRGSSGPGVRRRCPGESLINPGFKSKKPAAGVDFDET. Result: 0 (no interaction). (2) The miRNA is mmu-miR-9-5p with sequence UCUUUGGUUAUCUAGCUGUAUGA. The protein sequence of the target gene is MAGYLPPKGYAPSPPPPYPVPSGYPEPVALHPGPGQAPVPTQVPAPAPGFALFPSPGPVAPGPPAPFVPLPGVPPGLEFLVQIDQILIHQKAERVETFLGWETCNMYELRSGTGQQLGQAAEESNCCARLCCGARRPFRIRLADPGDREVLRLLRPLHCGCSCCPCGLQEMEVQAPPGTTIGHVLQTWHPFLPKFSILDADRQPVLRVVGPCWTCGCGTDTNFEVKTKDESRSVGRISKQWGGLLREALTDADDFGLQFPVDLDVKVKAVLLGATFLIDYMFFEKRGGAGPSAITS. Result: 1 (interaction). (3) The miRNA is hsa-miR-542-3p with sequence UGUGACAGAUUGAUAACUGAAA. The protein sequence of the target gene is MHVRSLRAAAPHSFVALWAPLFLLRSALADFSLDNEVHSSFIHRRLRSQERREMQREILSILGLPHRPRPHLQGKHNSAPMFMLDLYNAMAVEEGGGPGGQGFSYPYKAVFSTQGPPLASLQDSHFLTDADMVMSFVNLVEHDKEFFHPRYHHREFRFDLSKIPEGEAVTAAEFRIYKDYIRERFDNETFRISVYQVLQEHLGRESDLFLLDSRTLWASEEGWLVFDITATSNHWVVNPRHNLGLQLSVETLDGQSINPKLAGLIGRHGPQNKQPFMVAFFKATEVHFRSIRSTGSKQRS.... Result: 1 (interaction). (4) The miRNA is hsa-miR-548ae-3p with sequence CAAAAACUGCAAUUACUUUCA. The protein sequence of the target gene is MLGAALRRCAVAATTRADPRGLLHSARTPGPAVAIQSVRCYSHGSQETDEEFDARWVTYFNKPDIDAWELRKGINTLVTYDMVPEPKIIDAALRACRRLNDFASTVRILEVVKDKAGPHKEIYPYVIQELRPTLNELGISTPEELGLDKV. Result: 0 (no interaction). (5) Result: 0 (no interaction). The protein sequence of the target gene is MAATRYEPVAEIGVGAYGTVYKARDPHSGHFVALKSVRVPNGGAAGGGLPVSTVREVALLRRLEAFEHPNVVRLMDVCATSRTDRDIKVTLVFEHIDQDLRTYLDKAPPPGLPVETIKDLMRQFLSGLDFLHANCIVHRDLKPENILVTSNGTVKLADFGLARIYSYQMALTPVVVTLWYRAPEVLLQSTYATPVDMWSVGCIFAEMFRRKPLFCGNSEADQLGKIFDLIGLPPEDDWPREVSLPRGAFAPRGPRPVQSVVPEMEESGAQLLLEMLTFNPHKRISAFRALQHSYLHKEES.... The miRNA is hsa-miR-4671-5p with sequence ACCGAAGACUGUGCGCUAAUCU. (6) The miRNA is hsa-miR-581 with sequence UCUUGUGUUCUCUAGAUCAGU. The protein sequence of the target gene is MIPICPVVSFTYVPSRLGEDAKMATGNYFGFTHSGAAAAAAAAQYSQQPASGVAYSHPTTVASYTVHQAPVAAHTVTAAYAPAAATVAVARPAPVAVAAAATAAAYGGYPTAHTATDYGYTQRQQEAPPPPPPATTQNYQDSYSYVRSTAPAVAYDSKQYYQQPTATAAAVAAAAQPQPSVAETYYQTAPKAGYSQGATQYTQAQQTRQVTAIKPATPSPATTTFSIYPVSSTVQPVAAAATVVPSYTQSATYSTTAVTYSGTSYSGYEAAVYSAASSYYQQQQQQQKQAAAAAAAAAAT.... Result: 0 (no interaction). (7) The miRNA is hsa-miR-654-3p with sequence UAUGUCUGCUGACCAUCACCUU. The protein sequence of the target gene is MAHINCTQATEFILVGLTDHQELKMPLFVLFLSIYLFTVVGNLGLILLIRADTSLNTPMYFFLSNLAFVDFCYSSVITPKMLGNFLYKQNVISFDACATQLGCFLTFMISESLLLASMAYDRYVAICNPLLYMVVMTPGICIQLVAVPYSYSFLMALFHTILTFRLSYCHSNIVNHFYCDDMPLLRLTCSDTRFKQLWIFACAGIMFISSLLIVFVSYMFIISAILRMHSAEGRQKAFSTCGSHMLAVTIFYGTLIFMYLQPSSSHALDTDKMASVFYTVIIPMLNPLIYSLQNKEVKEA.... Result: 0 (no interaction). (8) The miRNA is ssc-miR-204 with sequence UUCCCUUUGUCAUCCUAUGCCU. The protein sequence of the target gene is MALSLEEEAGRIKDCWDNQEAPALSTCSNANIFRRINAILDNSLDFSRVCTTPINRGIHDHLPDFQDSEETVTSRMLFPTSAQESSRGLPDANDLCLGLQSLSLTGWDRPWSTQDSDSSAQSSTHSVLSMLHNPLGNVLGKPPLSFLPLDPLGSDLVDKFPAPSVRGSRLDTRPILDSRSSSPSDSDTSGFSSGSDHLSDLISSLRISPPLPFLSLSGGGPRDPLKMGVGSRMDQEQAALAAVTPSPTSASKRWPGASVWPSWDLLEAPKDPFSIEREARLHRQAAAVNEATCTWSGQLP.... Result: 0 (no interaction).